This data is from Forward reaction prediction with 1.9M reactions from USPTO patents (1976-2016). The task is: Predict the product of the given reaction. (1) The product is: [CH:5]([C:4]1[N:8]([C:9]2[CH:14]=[CH:13][CH:12]=[CH:11][CH:10]=2)[C:25]([C:16]2[CH:17]=[CH:18][C:19]3[C:24](=[CH:23][CH:22]=[CH:21][CH:20]=3)[CH:15]=2)=[N:27][N:28]=1)([CH3:7])[CH3:6]. Given the reactants C(S[C:4](=[N:8][C:9]1[CH:14]=[CH:13][CH:12]=[CH:11][CH:10]=1)[CH:5]([CH3:7])[CH3:6])C.[CH:15]1[C:24]2[C:19](=[CH:20][CH:21]=[CH:22][CH:23]=2)[CH:18]=[CH:17][C:16]=1[C:25]([NH:27][NH2:28])=O.C(O)CCC, predict the reaction product. (2) Given the reactants [Cl:1][C:2]1[N:3]=[C:4]([N:14]2[CH2:19][CH2:18][O:17][CH2:16][CH2:15]2)[C:5]2[S:10][C:9]([CH2:11][NH:12][CH3:13])=[CH:8][C:6]=2[N:7]=1.[CH:20]1([N:23]2[CH2:28][CH2:27][C:26](=O)[CH2:25][CH2:24]2)[CH2:22][CH2:21]1, predict the reaction product. The product is: [Cl:1][C:2]1[N:3]=[C:4]([N:14]2[CH2:19][CH2:18][O:17][CH2:16][CH2:15]2)[C:5]2[S:10][C:9]([CH2:11][NH:12][CH2:13][CH:26]3[CH2:27][CH2:28][N:23]([CH:20]4[CH2:22][CH2:21]4)[CH2:24][CH2:25]3)=[CH:8][C:6]=2[N:7]=1. (3) Given the reactants [OH:1][C:2]1[CH:7]=[CH:6][CH:5]=[CH:4][C:3]=1[C:8]1[N:12]=[C:11]([C:13]2[CH:18]=[CH:17][CH:16]=[CH:15][C:14]=2[OH:19])[N:10]([C:20]2[CH:28]=[CH:27][C:23]([C:24]([OH:26])=[O:25])=[CH:22][CH:21]=2)[N:9]=1.[CH3:29][NH:30][CH3:31], predict the reaction product. The product is: [CH:5]1[CH:6]=[CH:7][C:2]([OH:1])=[C:3]([C:8]2[N:12]=[C:11]([C:13]3[CH:18]=[CH:17][CH:16]=[CH:15][C:14]=3[OH:19])[N:10]([C:20]3[CH:28]=[CH:27][C:23]([C:24]([OH:26])=[O:25])=[CH:22][CH:21]=3)[N:9]=2)[CH:4]=1.[CH3:29][NH:30][CH3:31]. (4) Given the reactants [C:1]([C:4]1[CH:9]=[CH:8][C:7]([NH:10][C:11](=[O:13])[CH3:12])=[C:6]([N+:14]([O-:16])=[O:15])[C:5]=1[OH:17])(=[O:3])[CH3:2].C(N(CC)CC)C.[CH3:25][N:26]([CH3:36])[C:27]1[CH:35]=[CH:34][C:30]([C:31](Cl)=[O:32])=[CH:29][CH:28]=1, predict the reaction product. The product is: [CH3:25][N:26]([CH3:36])[C:27]1[CH:35]=[CH:34][C:30]([C:31]([O:17][C:5]2[C:4]([C:1](=[O:3])[CH3:2])=[CH:9][CH:8]=[C:7]([NH:10][C:11](=[O:13])[CH3:12])[C:6]=2[N+:14]([O-:16])=[O:15])=[O:32])=[CH:29][CH:28]=1. (5) The product is: [NH2:1][C:2]1[S:3][C@:4]2([CH2:19][OH:20])[C@H:6]([C@:7]([C:10]3[CH:15]=[C:14]([NH:16][C:22]4[C:27]5=[N:28][CH:29]=[C:30]([O:32][CH3:33])[N:31]=[C:26]5[CH:25]=[CH:24][N:23]=4)[CH:13]=[C:12]([F:17])[C:11]=3[F:18])([CH3:9])[N:8]=1)[CH2:5]2. Given the reactants [NH2:1][C:2]1[S:3][C@:4]2([CH2:19][OH:20])[C@H:6]([C@:7]([C:10]3[CH:15]=[C:14]([NH2:16])[CH:13]=[C:12]([F:17])[C:11]=3[F:18])([CH3:9])[N:8]=1)[CH2:5]2.Cl[C:22]1[C:27]2=[N:28][CH:29]=[C:30]([O:32][CH3:33])[N:31]=[C:26]2[CH:25]=[CH:24][N:23]=1.O.C1(C)C=CC(S(O)(=O)=O)=CC=1, predict the reaction product.